Predict the reaction yield, written as a fraction of the theoretical maximum amount of product (1.0 means a 100% yield; for example, 0.34 means a 34% yield). From a dataset of Reaction yield outcomes from USPTO patents with 853,638 reactions. (1) The reactants are [NH:1]1[C:5]([C:6]([O:8][CH2:9][CH3:10])=[O:7])=[CH:4][C:3]([C:11]([O:13][CH2:14][CH3:15])=[O:12])=[N:2]1.[C:16]([NH:23][CH2:24][CH2:25]O)([O:18][C:19]([CH3:22])([CH3:21])[CH3:20])=[O:17].C1(P(C2C=CC=CC=2)C2C=CC=CC=2)C=CC=CC=1.N(C(OC(C)(C)C)=O)=NC(OC(C)(C)C)=O. The catalyst is C1COCC1. The product is [C:19]([O:18][C:16]([NH:23][CH2:24][CH2:25][N:1]1[C:5]([C:6]([O:8][CH2:9][CH3:10])=[O:7])=[CH:4][C:3]([C:11]([O:13][CH2:14][CH3:15])=[O:12])=[N:2]1)=[O:17])([CH3:22])([CH3:21])[CH3:20]. The yield is 0.915. (2) The reactants are Br[C:2]1[CH:7]=[CH:6][C:5](Br)=[CH:4][N:3]=1.[C:9]1(B(O)O)[CH:14]=[CH:13][CH:12]=[CH:11][CH:10]=1.P([O-])([O-])([O-])=O.[K+].[K+].[K+]. The catalyst is C1(C)C=CC=CC=1.O.C1(P(C2CCCCC2)C2C=CC=CC=2C2C(OC)=CC=CC=2OC)CCCCC1. The product is [C:9]1([C:2]2[CH:7]=[CH:6][C:5]([C:9]3[CH:14]=[CH:13][CH:12]=[CH:11][CH:10]=3)=[CH:4][N:3]=2)[CH:14]=[CH:13][CH:12]=[CH:11][CH:10]=1. The yield is 0.918. (3) The catalyst is CCOCC. The product is [CH3:18][C:5]([CH3:17])([CH2:6][CH2:7][CH2:8][CH2:9][CH2:10][CH:11]([OH:16])[CH2:12][CH2:13][CH2:14][CH3:15])[CH2:4][OH:3]. The reactants are C([O:3][C:4](=O)[C:5]([CH3:18])([CH3:17])[CH2:6][CH2:7][CH2:8][CH2:9][CH2:10][C:11](=[O:16])[CH2:12][CH2:13][CH2:14][CH3:15])C.[H-].[H-].[H-].[H-].[Li+].[Al+3].O.Cl. The yield is 0.810. (4) The reactants are CON(C)[C:4]([C:6]1[C:14]2[O:13][C:12]([C:15]3[CH:20]=[CH:19][C:18]([O:21][CH3:22])=[CH:17][CH:16]=3)=[CH:11][C:10]=2[CH:9]=[C:8]([O:23][CH3:24])[CH:7]=1)=[O:5].[CH3:26][Li].Cl. The catalyst is C1COCC1. The product is [CH3:24][O:23][C:8]1[CH:7]=[C:6]([C:4](=[O:5])[CH3:26])[C:14]2[O:13][C:12]([C:15]3[CH:20]=[CH:19][C:18]([O:21][CH3:22])=[CH:17][CH:16]=3)=[CH:11][C:10]=2[CH:9]=1. The yield is 0.670.